This data is from Forward reaction prediction with 1.9M reactions from USPTO patents (1976-2016). The task is: Predict the product of the given reaction. (1) Given the reactants [CH3:1][S:2]([NH:5][C:6]1[CH:13]=[CH:12][C:9]([CH2:10][NH2:11])=[CH:8][C:7]=1[CH:14]=[CH2:15])(=[O:4])=[O:3].Cl.[C:17]1([C:23](=[CH:27][C:28]2[CH:33]=[CH:32][CH:31]=[CH:30][CH:29]=2)[C:24](O)=[O:25])[CH:22]=[CH:21][CH:20]=[CH:19][CH:18]=1, predict the reaction product. The product is: [CH3:1][S:2]([NH:5][C:6]1[CH:13]=[CH:12][C:9]([CH2:10][NH:11][C:24](=[O:25])[CH:23]([C:17]2[CH:22]=[CH:21][CH:20]=[CH:19][CH:18]=2)[CH2:27][C:28]2[CH:33]=[CH:32][CH:31]=[CH:30][CH:29]=2)=[CH:8][C:7]=1[CH:14]=[CH2:15])(=[O:4])=[O:3]. (2) Given the reactants [CH2:1]=[CH:2][CH3:3].C=C.C=CC.[CH2:9]=[CH:10][CH2:11][CH2:12][CH2:13][CH2:14][CH2:15][CH3:16].C=C.C=CCCCCCC.B([O-])([O-])[O-].[H][H], predict the reaction product. The product is: [CH2:1]=[CH:2][CH3:3].[CH2:9]=[CH:10][CH2:11][CH2:12][CH2:13][CH2:14][CH2:15][CH3:16]. (3) Given the reactants [Br:1][C:2]1[C:10]2[O:9][N:8]=[C:7]([NH:11][C:12]3[CH:17]=[CH:16][CH:15]=[C:14]([N+:18]([O-])=O)[CH:13]=3)[C:6]=2[CH:5]=[CH:4][CH:3]=1.[Cl-].[NH4+], predict the reaction product. The product is: [Br:1][C:2]1[C:10]2[O:9][N:8]=[C:7]([NH:11][C:12]3[CH:17]=[CH:16][CH:15]=[C:14]([NH2:18])[CH:13]=3)[C:6]=2[CH:5]=[CH:4][CH:3]=1. (4) Given the reactants Cl[C:2]1[CH:3]=[CH:4][N:5]2[C:10]([C:11]=1[CH3:12])=[C:9]([CH:13]1[CH2:15][CH2:14]1)[CH:8]=[C:7]([C:16]([O:18][CH3:19])=[O:17])[C:6]2=[O:20].[N:21]1[CH:26]=[CH:25][CH:24]=[C:23](B(O)O)[CH:22]=1, predict the reaction product. The product is: [CH:13]1([C:9]2[CH:8]=[C:7]([C:16]([O:18][CH3:19])=[O:17])[C:6](=[O:20])[N:5]3[C:10]=2[C:11]([CH3:12])=[C:2]([C:23]2[CH:22]=[N:21][CH:26]=[CH:25][CH:24]=2)[CH:3]=[CH:4]3)[CH2:15][CH2:14]1. (5) Given the reactants [NH2:1][C@:2]([O:71][CH2:72][CH:73]=[CH2:74])([C:8]([NH:10][C@@H:11]([C:18]([NH:20][CH2:21][C:22]([NH:24][C@H:25]([C:34]([NH:36][C@@H:37]([C:39]([NH:41][C@H:42]([C:51]([NH:53]C(OCC1C2C(=CC=CC=2)C2C1=CC=CC=2)=O)=[O:52])[CH2:43][C:44](=[O:50])[O:45][C:46]([CH3:49])([CH3:48])[CH3:47])=[O:40])[CH3:38])=[O:35])[CH2:26][C:27](=[O:33])[O:28][C:29]([CH3:32])([CH3:31])[CH3:30])=[O:23])=[O:19])[CH2:12][O:13][C:14]([CH3:17])([CH3:16])[CH3:15])=[O:9])[CH2:3][CH2:4][C:5](=[O:7])[OH:6], predict the reaction product. The product is: [CH3:37][N:36]1[CH2:27][CH2:26][CH2:25][CH2:34]1.[NH2:1][C@:2]([O:71][CH2:72][CH:73]=[CH2:74])([C:8]([NH:10][C@@H:11]([C:18]([NH:20][CH2:21][C:22]([NH:24][C@H:25]([C:34]([NH:36][C@@H:37]([C:39]([NH:41][C@H:42]([C:51]([NH2:53])=[O:52])[CH2:43][C:44](=[O:50])[O:45][C:46]([CH3:49])([CH3:48])[CH3:47])=[O:40])[CH3:38])=[O:35])[CH2:26][C:27](=[O:33])[O:28][C:29]([CH3:30])([CH3:31])[CH3:32])=[O:23])=[O:19])[CH2:12][O:13][C:14]([CH3:16])([CH3:15])[CH3:17])=[O:9])[CH2:3][CH2:4][C:5](=[O:6])[OH:7]. (6) The product is: [Cl:1][C:2]1[CH:3]=[CH:4][C:5]([O:35][CH:36]([F:38])[F:37])=[C:6]([C:8]2[C:12]([NH:13][C:14]([C:16]3[CH:17]=[N:18][N:19]4[CH:24]=[CH:23][CH:22]=[N:21][C:20]=34)=[O:15])=[CH:11][N:10]([CH2:25][C:26]([N:27]3[CH2:32][CH2:31][CH:30]([NH:49][CH2:48][C:45]4([C:44]#[N:43])[CH2:47][CH2:46]4)[CH2:29][CH2:28]3)=[O:34])[N:9]=2)[CH:7]=1. Given the reactants [Cl:1][C:2]1[CH:3]=[CH:4][C:5]([O:35][CH:36]([F:38])[F:37])=[C:6]([C:8]2[C:12]([NH:13][C:14]([C:16]3[CH:17]=[N:18][N:19]4[CH:24]=[CH:23][CH:22]=[N:21][C:20]=34)=[O:15])=[CH:11][N:10]([CH2:25][C:26](=[O:34])[N:27]3[CH2:32][CH2:31][C:30](=O)[CH2:29][CH2:28]3)[N:9]=2)[CH:7]=1.C(O)(=O)C.[NH2:43][CH2:44][C:45]1([C:48]#[N:49])[CH2:47][CH2:46]1.[Na], predict the reaction product.